Dataset: Reaction yield outcomes from USPTO patents with 853,638 reactions. Task: Predict the reaction yield, written as a fraction of the theoretical maximum amount of product (1.0 means a 100% yield; for example, 0.34 means a 34% yield). (1) The reactants are O[C:2]1[CH:7]=[C:6]([O:8][CH3:9])[CH:5]=[CH:4][C:3]=1[C:10]1([CH2:25][OH:26])[C:18]2[C:13](=[CH:14][CH:15]=[CH:16][CH:17]=2)[N:12]([CH2:19][CH2:20][CH2:21][CH2:22][CH3:23])[C:11]1=[O:24].C1(CCN2C3C(=CC=CC=3)C(C3C(O)=CC4OCOC=4C=3)(CO)C2=O)CC1. No catalyst specified. The product is [CH3:9][O:8][C:6]1[CH:5]=[CH:4][C:3]2[C:10]3([CH2:25][O:26][C:2]=2[CH:7]=1)[C:18]1[C:13](=[CH:14][CH:15]=[CH:16][CH:17]=1)[N:12]([CH2:19][CH2:20][CH2:21][CH2:22][CH3:23])[C:11]3=[O:24]. The yield is 0.990. (2) The reactants are [S:1]1[CH:5]=[CH:4][N:3]=[C:2]1[C:6]1(O)[CH2:15][CH2:14][C:9]2([O:13][CH2:12][CH2:11][O:10]2)[CH2:8][CH2:7]1.S(Cl)(Cl)=O.O.CCOC(C)=O. The catalyst is N1C=CC=CC=1. The product is [O:10]1[C:9]2([CH2:14][CH2:15][C:6]([C:2]3[S:1][CH:5]=[CH:4][N:3]=3)=[CH:7][CH2:8]2)[O:13][CH2:12][CH2:11]1. The yield is 0.360. (3) The reactants are CO[C:3]([CH:5]1[C:10](=O)[CH2:9][CH2:8][N:7]([CH2:12][C:13]2[CH:18]=[CH:17][CH:16]=[CH:15][CH:14]=2)[CH2:6]1)=O.[ClH:19].[NH2:20][C:21]([NH2:23])=[NH:22].[C:24](=[O:27])([O-])[O-].[K+].[K+].O. The catalyst is CN(C=O)C.CO. The product is [CH2:12]([N:7]1[CH2:8][CH2:9][C:10]2[N:22]=[C:21]([NH:23][C:24](=[O:27])[CH2:3][CH2:5][CH2:10][CH3:9])[N:20]=[C:3]([C:13]3[CH:18]=[CH:17][CH:16]=[CH:15][C:14]=3[Cl:19])[C:5]=2[CH2:6]1)[C:13]1[CH:14]=[CH:15][CH:16]=[CH:17][CH:18]=1. The yield is 0.870. (4) The reactants are [CH3:1][O:2][C:3]1[CH:4]=[C:5]([OH:12])[CH:6]=[CH:7][C:8]=1[N+:9]([O-:11])=[O:10].C([O-])([O-])=O.[K+].[K+].Br[CH2:20][CH2:21][O:22][Si:23]([C:26]([CH3:29])([CH3:28])[CH3:27])([CH3:25])[CH3:24]. The catalyst is CN(C=O)C.O. The product is [C:26]([Si:23]([O:22][CH2:21][CH2:20][O:12][C:5]1[CH:6]=[CH:7][C:8]([N+:9]([O-:11])=[O:10])=[C:3]([O:2][CH3:1])[CH:4]=1)([CH3:25])[CH3:24])([CH3:29])([CH3:28])[CH3:27]. The yield is 0.520. (5) The reactants are [C:1]1([S:7]([N:10]2[C:14]3[CH:15]=[N:16][C:17]([C:20]#[N:21])=[C:18]([OH:19])[C:13]=3[C:12]3[CH:22]=[C:23]([Br:26])[CH:24]=[N:25][C:11]2=3)(=[O:9])=[O:8])[CH:6]=[CH:5][CH:4]=[CH:3][CH:2]=1.[C:27]([O:31][C:32]([N:34]1[CH2:39][CH2:38][CH:37](O)[CH2:36][CH2:35]1)=[O:33])([CH3:30])([CH3:29])[CH3:28].C1(P(C2C=CC=CC=2)C2C=CC=CC=2)C=CC=CC=1.N(C(OCC)=O)=NC(OCC)=O. The catalyst is C1COCC1. The product is [C:27]([O:31][C:32]([N:34]1[CH2:39][CH2:38][CH:37]([O:19][C:18]2[C:13]3[C:12]4[CH:22]=[C:23]([Br:26])[CH:24]=[N:25][C:11]=4[N:10]([S:7]([C:1]4[CH:2]=[CH:3][CH:4]=[CH:5][CH:6]=4)(=[O:8])=[O:9])[C:14]=3[CH:15]=[N:16][C:17]=2[C:20]#[N:21])[CH2:36][CH2:35]1)=[O:33])([CH3:30])([CH3:28])[CH3:29]. The yield is 0.780. (6) The reactants are [CH3:1][C:2]([NH2:25])([CH3:24])[CH2:3][NH:4][C:5]([C:18]1[CH:23]=[CH:22][CH:21]=[CH:20][CH:19]=1)([C:12]1[CH:17]=[CH:16][CH:15]=[CH:14][CH:13]=1)[C:6]1[CH:11]=[CH:10][CH:9]=[CH:8][CH:7]=1.CC(N)(C)CN.C(Cl)(C1C=CC=CC=1)(C1C=CC=CC=1)C1C=CC=CC=1.[C:52]([N:60]=[C:61]=[S:62])(=[O:59])[C:53]1[CH:58]=[CH:57][CH:56]=[CH:55][CH:54]=1. No catalyst specified. The product is [CH3:24][C:2]([NH:25][C:61]([NH:60][C:52](=[O:59])[C:53]1[CH:54]=[CH:55][CH:56]=[CH:57][CH:58]=1)=[S:62])([CH3:1])[CH2:3][NH:4][C:5]([C:6]1[CH:11]=[CH:10][CH:9]=[CH:8][CH:7]=1)([C:18]1[CH:23]=[CH:22][CH:21]=[CH:20][CH:19]=1)[C:12]1[CH:13]=[CH:14][CH:15]=[CH:16][CH:17]=1. The yield is 0.440. (7) The reactants are [F:1][C:2]1[CH:7]=[C:6]([F:8])[CH:5]=[CH:4][C:3]=1[CH2:9][C:10]([OH:12])=O.C(Cl)(=O)C(Cl)=O.[NH2:19][C:20](=[N:26]O)[C:21]([O:23][CH2:24][CH3:25])=[O:22].C(N(CC)C(C)C)(C)C. The catalyst is ClCCl.N1C=CC=CC=1.CN(C=O)C. The product is [F:1][C:2]1[CH:7]=[C:6]([F:8])[CH:5]=[CH:4][C:3]=1[CH2:9][C:10]1[O:12][N:26]=[C:20]([C:21]([O:23][CH2:24][CH3:25])=[O:22])[N:19]=1. The yield is 0.370. (8) The reactants are [CH3:1][O:2][C:3]1[CH:4]=[C:5]([CH:12]=[C:13]([Br:17])[C:14]=1[O:15][CH3:16])[CH:6]=[C:7]([C:10]#[N:11])[C:8]#[N:9].[C:18]1([CH:25]=[CH:24][CH:23]=[C:21]([OH:22])[CH:20]=1)[OH:19].N1CCCCC1. The catalyst is C(O)C. The product is [NH2:9][C:8]1[O:19][C:18]2[C:25]([CH:6]([C:5]3[CH:4]=[C:3]([O:2][CH3:1])[C:14]([O:15][CH3:16])=[C:13]([Br:17])[CH:12]=3)[C:7]=1[C:10]#[N:11])=[CH:24][CH:23]=[C:21]([OH:22])[CH:20]=2. The yield is 0.595. (9) The reactants are [C:1]([C:5]1[CH:27]=[CH:26][C:8]([C:9]([NH:11][C@@H:12]([CH2:18][C:19]2[CH:24]=[CH:23][C:22]([OH:25])=[CH:21][CH:20]=2)[CH2:13][C:14]([O:16][CH3:17])=[O:15])=[O:10])=[CH:7][CH:6]=1)([CH3:4])([CH3:3])[CH3:2].CCN(C(C)C)C(C)C.[F:37][C:38]([F:57])([F:56])[S:39](N(C1C=CC=CC=1)[S:39]([C:38]([F:57])([F:56])[F:37])(=[O:41])=[O:40])(=[O:41])=[O:40]. The catalyst is C(Cl)Cl.O.C([O-])(O)=O.[Na+]. The product is [C:1]([C:5]1[CH:27]=[CH:26][C:8]([C:9]([NH:11][C@@H:12]([CH2:18][C:19]2[CH:24]=[CH:23][C:22]([O:25][S:39]([C:38]([F:57])([F:56])[F:37])(=[O:41])=[O:40])=[CH:21][CH:20]=2)[CH2:13][C:14]([O:16][CH3:17])=[O:15])=[O:10])=[CH:7][CH:6]=1)([CH3:4])([CH3:2])[CH3:3]. The yield is 0.750.